From a dataset of Catalyst prediction with 721,799 reactions and 888 catalyst types from USPTO. Predict which catalyst facilitates the given reaction. (1) Reactant: [C:1]([N:4]1[CH2:9][CH2:8][CH:7]([O:10][C:11]2[CH:12]=[C:13]3[C:17](=[CH:18][CH:19]=2)[NH:16][N:15]=[C:14]3[CH2:20][N:21]([CH3:33])[CH2:22][CH2:23][N:24](C)[C:25](=O)OC(C)(C)C)[CH2:6][CH2:5]1)(=[O:3])[CH3:2].[C:34]([OH:40])([C:36]([F:39])([F:38])[F:37])=[O:35]. Product: [CH3:33][N:21]([CH2:20][C:14]1[C:13]2[C:17](=[CH:18][CH:19]=[C:11]([O:10][CH:7]3[CH2:6][CH2:5][N:4]([C:1](=[O:3])[CH3:2])[CH2:9][CH2:8]3)[CH:12]=2)[NH:16][N:15]=1)[CH2:22][CH2:23][NH:24][CH3:25].[C:34]([OH:40])([C:36]([F:39])([F:38])[F:37])=[O:35]. The catalyst class is: 2. (2) Reactant: [OH:1][C@H:2]1[CH2:7][CH2:6][CH2:5][CH2:4][C@@H:3]1[N:8]1[C:17](=[O:18])[C:16]2[C:11](=[C:12]3[CH:33]=[CH:32][N:31]=[CH:30][C:13]3=[C:14]([CH2:19][C:20]3[CH:25]=[CH:24][C:23]([CH:26]([OH:29])[CH:27]=[CH2:28])=[CH:22][CH:21]=3)[CH:15]=2)[N:10]=[CH:9]1. Product: [OH:1][C@H:2]1[CH2:7][CH2:6][CH2:5][CH2:4][C@@H:3]1[N:8]1[C:17](=[O:18])[C:16]2[C:11](=[C:12]3[CH:33]=[CH:32][N:31]=[CH:30][C:13]3=[C:14]([CH2:19][C:20]3[CH:25]=[CH:24][C:23]([CH:26]([OH:29])[CH2:27][CH3:28])=[CH:22][CH:21]=3)[CH:15]=2)[N:10]=[CH:9]1. The catalyst class is: 19. (3) Reactant: [NH2:1][CH2:2][CH2:3][CH2:4][N:5]1[CH2:10][CH2:9][CH:8]([C:11]2[CH:12]=[C:13]([NH:17][C:18](=[O:22])[CH:19]([CH3:21])[CH3:20])[CH:14]=[CH:15][CH:16]=2)[CH2:7][CH2:6]1.[CH3:23][C:24]1[C:28]([S:29](Cl)(=[O:31])=[O:30])=[C:27]([CH3:33])[O:26][N:25]=1. Product: [CH3:23][C:24]1[C:28]([S:29]([NH:1][CH2:2][CH2:3][CH2:4][N:5]2[CH2:10][CH2:9][CH:8]([C:11]3[CH:12]=[C:13]([NH:17][C:18](=[O:22])[CH:19]([CH3:20])[CH3:21])[CH:14]=[CH:15][CH:16]=3)[CH2:7][CH2:6]2)(=[O:31])=[O:30])=[C:27]([CH3:33])[O:26][N:25]=1. The catalyst class is: 1. (4) Reactant: [CH2:1]([O:8][C:9]1[C:13]([C:14](OCC)=[O:15])=[CH:12][N:11]([CH2:19][CH3:20])[N:10]=1)[C:2]1[CH:7]=[CH:6][CH:5]=[CH:4][CH:3]=1.[H-].[Al+3].[Li+].[H-].[H-].[H-].Cl. Product: [CH2:1]([O:8][C:9]1[C:13]([CH2:14][OH:15])=[CH:12][N:11]([CH2:19][CH3:20])[N:10]=1)[C:2]1[CH:7]=[CH:6][CH:5]=[CH:4][CH:3]=1. The catalyst class is: 7. (5) Reactant: [Cl:1][C:2]1[CH:3]=[C:4]([N:12]([CH2:22][CH3:23])[C@H:13]2[CH2:18][CH2:17][C@H:16]([N:19]([CH3:21])[CH3:20])[CH2:15][CH2:14]2)[C:5]([CH3:11])=[C:6]([CH:10]=1)[C:7]([OH:9])=O.N#N.CN(C(ON1N=NC2C=CC=NC1=2)=[N+](C)C)C.F[P-](F)(F)(F)(F)F.CCN(C(C)C)C(C)C.[NH2:59][CH2:60][C:61]1[C:62](=[O:72])[N:63]([CH3:71])[N:64]([CH3:70])[C:65]=1[C:66]([F:69])([F:68])[F:67]. Product: [Cl:1][C:2]1[CH:3]=[C:4]([N:12]([CH2:22][CH3:23])[C@H:13]2[CH2:14][CH2:15][C@H:16]([N:19]([CH3:20])[CH3:21])[CH2:17][CH2:18]2)[C:5]([CH3:11])=[C:6]([CH:10]=1)[C:7]([NH:59][CH2:60][C:61]1[C:62](=[O:72])[N:63]([CH3:71])[N:64]([CH3:70])[C:65]=1[C:66]([F:69])([F:67])[F:68])=[O:9]. The catalyst class is: 18.